Predict which catalyst facilitates the given reaction. From a dataset of Catalyst prediction with 721,799 reactions and 888 catalyst types from USPTO. (1) Reactant: [NH2:1][CH:2]1[CH2:7][CH2:6][N:5]([C:8]([C:10]2[CH:15]=[CH:14][C:13]([C:16]([N:18]3[CH2:23][CH2:22][CH:21]([NH2:24])[CH2:20][CH2:19]3)=[O:17])=[CH:12][CH:11]=2)=[O:9])[CH2:4][CH2:3]1.C(O)(=O)C.[BrH:29]. Product: [BrH:29].[BrH:29].[NH2:24][CH:21]1[CH2:22][CH2:23][N:18]([C:16]([C:13]2[CH:14]=[CH:15][C:10]([C:8]([N:5]3[CH2:6][CH2:7][CH:2]([NH2:1])[CH2:3][CH2:4]3)=[O:9])=[CH:11][CH:12]=2)=[O:17])[CH2:19][CH2:20]1. The catalyst class is: 2. (2) Reactant: Cl[C:2]1[N:7]=[C:6]([NH:8][CH:9]2[CH2:11][CH2:10]2)[N:5]=[C:4]([C:12]2[CH:13]=[N:14][CH:15]=[CH:16][CH:17]=2)[C:3]=1[C:18]#[N:19].[SH:20][CH2:21][C:22]([NH2:24])=[O:23].C(=O)([O-])[O-].[Na+].[Na+].[O-]CC.[Na+]. Product: [NH2:19][C:18]1[C:3]2[C:4]([C:12]3[CH:13]=[N:14][CH:15]=[CH:16][CH:17]=3)=[N:5][C:6]([NH:8][CH:9]3[CH2:11][CH2:10]3)=[N:7][C:2]=2[S:20][C:21]=1[C:22]([NH2:24])=[O:23]. The catalyst class is: 8. (3) Reactant: [NH2:1][C:2](=[O:30])[C:3]([C:5]1[C:13]2[C:8](=[C:9]3[CH2:21][CH2:20][CH2:19][C:10]3=[CH:11][C:12]=2[O:14][CH2:15][C:16]([OH:18])=O)[N:7]([CH2:22][C:23]2[CH:28]=[CH:27][CH:26]=[CH:25][CH:24]=2)[C:6]=1[CH3:29])=[O:4].C(N(C(C)C)CC)(C)C.[C:40]1([S:46]([NH2:49])(=[O:48])=[O:47])[CH:45]=[CH:44][CH:43]=[CH:42][CH:41]=1.Cl.CN(C)CCCN=C=NCC.Cl. Product: [C:40]1([S:46]([NH:49][C:16](=[O:18])[CH2:15][O:14][C:12]2[CH:11]=[C:10]3[C:9]([CH2:21][CH2:20][CH2:19]3)=[C:8]3[C:13]=2[C:5]([C:3](=[O:4])[C:2]([NH2:1])=[O:30])=[C:6]([CH3:29])[N:7]3[CH2:22][C:23]2[CH:28]=[CH:27][CH:26]=[CH:25][CH:24]=2)(=[O:48])=[O:47])[CH:45]=[CH:44][CH:43]=[CH:42][CH:41]=1. The catalyst class is: 124. (4) Reactant: Cl.C(OC([N:9]1[CH2:15][CH2:14][CH2:13][N:12]([C:16]2[NH:20][C:19]3[CH:21]=[CH:22][CH:23]=[CH:24][C:18]=3[N:17]=2)[CH2:11][CH2:10]1)=O)(C)(C)C. Product: [N:12]1([C:16]2[NH:17][C:18]3[CH:24]=[CH:23][CH:22]=[CH:21][C:19]=3[N:20]=2)[CH2:13][CH2:14][CH2:15][NH:9][CH2:10][CH2:11]1. The catalyst class is: 5. (5) Reactant: [Br:1][C:2]1[CH:10]=[C:9]([CH3:11])[C:8]([Br:12])=[CH:7][C:3]=1[C:4]([OH:6])=[O:5].S(=O)(=O)(O)O.[C:18](OCC)(=O)C. Product: [Br:1][C:2]1[CH:10]=[C:9]([CH3:11])[C:8]([Br:12])=[CH:7][C:3]=1[C:4]([O:6][CH3:18])=[O:5]. The catalyst class is: 5. (6) Reactant: [CH2:1]([C:3]1[O:7][C:6]([C:8]2[CH:9]=[C:10]([NH:23][CH:24]([CH3:26])[CH3:25])[C:11]([N:14]3[CH2:19][CH2:18][CH:17]([C:20](O)=[O:21])[CH2:16][CH2:15]3)=[N:12][CH:13]=2)=[N:5][CH:4]=1)[CH3:2].CCN=C=NCCCN(C)C.C1C=CC2N(O)N=NC=2C=1.CCN(C(C)C)C(C)C.[Cl:57][C:58]1[S:62][C:61]([S:63]([NH2:66])(=[O:65])=[O:64])=[CH:60][CH:59]=1. Product: [Cl:57][C:58]1[S:62][C:61]([S:63]([NH:66][C:20]([CH:17]2[CH2:18][CH2:19][N:14]([C:11]3[C:10]([NH:23][CH:24]([CH3:25])[CH3:26])=[CH:9][C:8]([C:6]4[O:7][C:3]([CH2:1][CH3:2])=[CH:4][N:5]=4)=[CH:13][N:12]=3)[CH2:15][CH2:16]2)=[O:21])(=[O:65])=[O:64])=[CH:60][CH:59]=1. The catalyst class is: 2.